From a dataset of Reaction yield outcomes from USPTO patents with 853,638 reactions. Predict the reaction yield, written as a fraction of the theoretical maximum amount of product (1.0 means a 100% yield; for example, 0.34 means a 34% yield). (1) The reactants are [N:1]12[CH2:8][CH2:7][C:4]([C:9]([C:16]3[S:17][CH:18]=[CH:19][CH:20]=3)([C:11]3[S:12][CH:13]=[CH:14][CH:15]=3)[OH:10])([CH2:5][CH2:6]1)[CH2:3][CH2:2]2.[C:21]1([O:27][CH2:28][CH2:29][CH2:30][Br:31])[CH:26]=[CH:25][CH:24]=[CH:23][CH:22]=1. No catalyst specified. The product is [Br-:31].[OH:10][C:9]([C:16]1[S:17][CH:18]=[CH:19][CH:20]=1)([C:11]1[S:12][CH:13]=[CH:14][CH:15]=1)[C:4]12[CH2:5][CH2:6][N+:1]([CH2:30][CH2:29][CH2:28][O:27][C:21]3[CH:26]=[CH:25][CH:24]=[CH:23][CH:22]=3)([CH2:8][CH2:7]1)[CH2:2][CH2:3]2. The yield is 0.454. (2) The reactants are [Br:1][C:2]1[CH:3]=[C:4]2[C:9](Cl)=[C:8]([C:11]([NH2:13])=[O:12])[CH:7]=[N:6][N:5]2[CH:14]=1.Cl.[CH:16]1([C@H:19]([NH2:21])[CH3:20])[CH2:18][CH2:17]1.CCN(C(C)C)C(C)C.O. The catalyst is CN1C(=O)CCC1. The product is [Br:1][C:2]1[CH:3]=[C:4]2[C:9]([NH:21][C@@H:19]([CH:16]3[CH2:18][CH2:17]3)[CH3:20])=[C:8]([C:11]([NH2:13])=[O:12])[CH:7]=[N:6][N:5]2[CH:14]=1. The yield is 0.790. (3) The yield is 0.290. The product is [CH3:7][N:6]1[C:2]([N:15]2[CH2:16][CH2:17][N:12]([CH3:11])[CH2:13][CH2:14]2)=[C:3]([CH:9]=[O:10])[C:4]([CH3:8])=[N:5]1. The reactants are Cl[C:2]1[N:6]([CH3:7])[N:5]=[C:4]([CH3:8])[C:3]=1[CH:9]=[O:10].[CH3:11][N:12]1[CH2:17][CH2:16][NH:15][CH2:14][CH2:13]1.C(=O)([O-])[O-].[K+].[K+]. The catalyst is CN(P(N(C)C)(N(C)C)=O)C.O. (4) The reactants are [CH2:1]([N:3]([CH2:23][CH3:24])[C:4]1[O:5][C:6]2[C:7](=[C:9]([C:21]#[N:22])[C:10]([CH3:20])=[C:11]([C:14]3[CH:19]=[CH:18][CH:17]=[CH:16][CH:15]=3)[C:12]=2F)[N:8]=1)[CH3:2].[CH3:25][N:26]([CH3:32])[C@H:27]1[CH2:31][CH2:30][NH:29][CH2:28]1.C(OCC)(=O)C. The catalyst is CS(C)=O.[Cl-].[Na+].O. The product is [CH2:1]([N:3]([CH2:23][CH3:24])[C:4]1[O:5][C:6]2[C:7](=[C:9]([C:21]#[N:22])[C:10]([CH3:20])=[C:11]([C:14]3[CH:19]=[CH:18][CH:17]=[CH:16][CH:15]=3)[C:12]=2[N:29]2[CH2:30][CH2:31][C@H:27]([N:26]([CH3:32])[CH3:25])[CH2:28]2)[N:8]=1)[CH3:2]. The yield is 0.650. (5) The reactants are [CH3:1][C:2]1[C:6]([CH:7]=[O:8])=[CH:5][NH:4][N:3]=1.F[C:10]1[C:15]([C:16]#[N:17])=[CH:14][CH:13]=[CH:12][N:11]=1. No catalyst specified. The product is [CH:7]([C:6]1[C:2]([CH3:1])=[N:3][N:4]([C:10]2[C:15]([C:16]#[N:17])=[CH:14][CH:13]=[CH:12][N:11]=2)[CH:5]=1)=[O:8]. The yield is 0.230. (6) The reactants are [CH2:1]([C:5]1[N:6]=[C:7]([CH3:37])[N:8]([CH2:31][C:32]([O:34]CC)=[O:33])[C:9](=[O:30])[C:10]=1[CH2:11][C:12]1[CH:17]=[CH:16][C:15]([C:18]2[CH:23]=[CH:22][CH:21]=[CH:20][C:19]=2[C:24]2[NH:28][C:27](=[O:29])[O:26][N:25]=2)=[CH:14][CH:13]=1)[CH2:2][CH2:3][CH3:4].[OH-].[Na+].O1CCCC1.Cl. The catalyst is C(OCC)(=O)C.C(O)C. The product is [CH2:1]([C:5]1[N:6]=[C:7]([CH3:37])[N:8]([CH2:31][C:32]([OH:34])=[O:33])[C:9](=[O:30])[C:10]=1[CH2:11][C:12]1[CH:13]=[CH:14][C:15]([C:18]2[CH:23]=[CH:22][CH:21]=[CH:20][C:19]=2[C:24]2[NH:28][C:27](=[O:29])[O:26][N:25]=2)=[CH:16][CH:17]=1)[CH2:2][CH2:3][CH3:4]. The yield is 0.920.